Dataset: Experimentally validated miRNA-target interactions with 360,000+ pairs, plus equal number of negative samples. Task: Binary Classification. Given a miRNA mature sequence and a target amino acid sequence, predict their likelihood of interaction. (1) The miRNA is hsa-miR-8088 with sequence CCUCGGUACUGGAAAGGGGUA. The protein sequence of the target gene is MGRTYIVEETVGQYLSSINLQGKPFVSGLLIGQCSSQKDYVILATRTPPKEEQNDKVKQPRAKLDNLDEEWATEHASQVSRMLPGGLVVLGIFIITTLELADDFQNALRRLIFSMEKSMSRKRLWDVTEDEVSERVTLHICSSTKKISCRTYDVQDPKSSARPADWKYQSRVSASWLSLDCTVHVNIHIPLSATSVSYTLEKNTKSGLTRWAKQIENGVYLINGQVKGNDCDLLEGQKKSRGNTQATAHSFDVRVLTQLLLNSDHRSTATVQICSGSVNLRGNVKCRAYIHSNRPKVKDA.... Result: 0 (no interaction). (2) The protein sequence of the target gene is MGGSLRVAVLGAPGVGKTAIIRQFLFGDYPERHRPTDGPRLYRPAVLLDGAVYDLSIRDGDVAGPGSSPGGPEEWPDAKDWSLQDTDAFVLVYDICSPDSFDYVKALRQRIAETRPAGAPEAPILVVGNKRDRQRLRFGPRRALAALVRRGWRCGYLECSAKYNWHVLRLFRELLRCALVRARPAHPALRLQGALHPARCSLM. The miRNA is hsa-miR-582-5p with sequence UUACAGUUGUUCAACCAGUUACU. Result: 0 (no interaction). (3) The miRNA is rno-miR-423-3p with sequence AGCUCGGUCUGAGGCCCCUCAGU. The protein sequence of the target gene is MALQLGRLSSGPCWLVARGGCGGPRAWSQCGGGGLRAWSQRSAAGRVCRPPGPAGTEQSRGLGHGSTSRGGPWVGTGLAAALAGLVGLATAAFGHVQRAEMLPKTSGTRATSLGRPEEEEDELAHRCSSFMAPPVTDLGELRRRPGDMKTKMELLILETQAQVCQALAQVDGGANFSVDRWERKEGGGGISCVLQDGCVFEKAGVSISVVHGNLSEEAAKQMRSRGKVLKTKDGKLPFCAMGVSSVIHPKNPHAPTIHFNYRYFEVEEADGNKQWWFGGGCDLTPTYLNQEDAVHFHRTL.... Result: 0 (no interaction). (4) The miRNA is mmu-miR-6380 with sequence UGUAAGUGCUUUUAACUGCUGAGC. The protein sequence of the target gene is MAAAAGAPPPGPPQPPPPPPPEESSDSEPEAEPGSPQKLIRKVSTSGQIRQKTILKEGMLTKQNNSFQRSKRRYFKLRGRTLYYAKTAKSIIFDEVDLTDASVAESSTKNVNNSFTVITPCRKLILCADNRKEMEDWIAALKTVQNKEHFEPTQYSMDHFSGMHNWYACSHARPTYCNVCREVLSGVTSHGLSCEVCKFKAHKRCAVRATSNCKWTTLASIGKDIIEDEDGIAMPHQWLEGNLPVSAKCIVCDKTCGSVLRLQDWRCLWCKAMVHTSCKESLVMKCPLGLCKVSVIPPTA.... Result: 0 (no interaction). (5) The miRNA is mmu-miR-106a-5p with sequence CAAAGUGCUAACAGUGCAGGUAG. The protein sequence of the target gene is MAEAELHKERLQAIAEKRKRQTEIEGKRRQLDEQVLLLQHSKSKVLREKWLLQGVPAGTAEEEEARRRQSEEDEFKVKQLEDNIQRLEQEIQALESEESQISAKEQIILEKLKETEKSFKDLQKSFSTADGAIYAMEINVEKDKQTGETKILSASTIGPEGVHQRGVKVYDDGTKVVYEVHSGGTVVENGVHKLSAKDVEELIQKAGQSSFRRHMSERTVVADGSLGHPKEHMLCKEAKLEMVQKSRKDQSSGNPGQQAQPPITEEPGANLDQPVTMIFMGYQNIEDEEETKKVLGYDET.... Result: 0 (no interaction). (6) The miRNA is hsa-miR-5007-5p with sequence UAGAGUCUGGCUGAUAUGGUUU. The protein sequence of the target gene is MAPGLRGLPRCGLWLLLAHHLFMVTACRDPDYGTLIQELCLSRFKENMETIGKTLWCDWGKTIQSYGELTYCTKHVAHTIGCFWPNPEVDRFFIAVHHRYFSKCPISGRALRDPPNSILCPFIALPITVTLLMTALVVWRSKRTEGIV. Result: 0 (no interaction). (7) The miRNA is hsa-miR-8485 with sequence CACACACACACACACACGUAU. The protein sequence of the target gene is MSEWMKKGPLEWQDYIYKEVRVTASEKNEYKGWVLTTDPVSANIVLVNFLEDGSMSVTGIMGHAVQTVETMNEGDHRVREKLMHLFTSGDCKAYSPEDLEERKNSLKKWLEKNHIPITEQGDAPRTLCVAGVLTIDPPYGPENCSSSNEIILSRVQDLIEGHLTASQ. Result: 1 (interaction).